From a dataset of TCR-epitope binding with 47,182 pairs between 192 epitopes and 23,139 TCRs. Binary Classification. Given a T-cell receptor sequence (or CDR3 region) and an epitope sequence, predict whether binding occurs between them. (1) The epitope is YIFFASFYY. The TCR CDR3 sequence is CSTTRDWSYNEQFF. Result: 1 (the TCR binds to the epitope). (2) The epitope is KAYNVTQAF. The TCR CDR3 sequence is CASSYPGLAGEQYF. Result: 1 (the TCR binds to the epitope). (3) The epitope is GILGFVFTL. The TCR CDR3 sequence is CASSLVSASTDTQYF. Result: 1 (the TCR binds to the epitope).